Dataset: Reaction yield outcomes from USPTO patents with 853,638 reactions. Task: Predict the reaction yield, written as a fraction of the theoretical maximum amount of product (1.0 means a 100% yield; for example, 0.34 means a 34% yield). (1) The reactants are O1CCCC1.[NH2:6][C:7]1[C:12]([C:13]2[O:17][N:16]=[C:15]([CH2:18][C:19]3[CH:24]=[CH:23][C:22]([OH:25])=[CH:21][CH:20]=3)[CH:14]=2)=[CH:11][CH:10]=[C:9]([NH2:26])[N:8]=1.[OH-].[Na+].Cl[CH2:30][C:31]1[CH:36]=[CH:35][C:34]([F:37])=[CH:33][N:32]=1. The catalyst is CN(C)C=O. The product is [F:37][C:34]1[CH:35]=[CH:36][C:31]([CH2:30][O:25][C:22]2[CH:23]=[CH:24][C:19]([CH2:18][C:15]3[CH:14]=[C:13]([C:12]4[C:7]([NH2:6])=[N:8][C:9]([NH2:26])=[CH:10][CH:11]=4)[O:17][N:16]=3)=[CH:20][CH:21]=2)=[N:32][CH:33]=1. The yield is 0.670. (2) The reactants are [OH:1][CH2:2][C:3]1[CH:11]=[C:10]2[C:6]([CH:7]([S:13][CH3:14])[C:8](=[O:12])[NH:9]2)=[CH:5][CH:4]=1.[Si:15](Cl)([C:18]([CH3:21])([CH3:20])[CH3:19])([CH3:17])[CH3:16].N1C=CN=C1. The catalyst is CN(C=O)C.CCCCCC.CCOC(C)=O. The product is [CH3:14][S:13][CH:7]1[C:6]2[C:10](=[CH:11][C:3]([CH2:2][O:1][Si:15]([C:18]([CH3:21])([CH3:20])[CH3:19])([CH3:17])[CH3:16])=[CH:4][CH:5]=2)[NH:9][C:8]1=[O:12]. The yield is 0.430. (3) The reactants are C(Cl)(=O)C(Cl)=O.[CH3:7][O:8][C:9](=[O:25])[CH:10]([NH:18][C:19](=O)[CH2:20][CH2:21][S:22][CH3:23])[CH2:11][C:12]1[CH:17]=[CH:16][CH:15]=[CH:14][CH:13]=1.Cl. The catalyst is ClCCl. The product is [CH3:7][O:8][C:9]([CH:10]1[CH2:11][C:12]2[C:17](=[CH:16][CH:15]=[CH:14][CH:13]=2)[C:19]([CH2:20][CH2:21][S:22][CH3:23])=[N:18]1)=[O:25]. The yield is 0.380. (4) The reactants are C1(CO[C:9]([NH:11][C@H:12]([C:17]([NH:19][C@H:20]([CH2:25][OH:26])[CH2:21][CH2:22][CH2:23][CH3:24])=[O:18])[CH2:13][CH:14]([CH3:16])[CH3:15])=[O:10])C=CC=CC=1.C(N(CC)CC)C.[N:34]1(C(Cl)=O)[CH2:39][CH2:38][O:37][CH2:36][CH2:35]1. The catalyst is CO.C(Cl)Cl.[C].[Pd]. The product is [N:34]1([C:9]([NH:11][C@H:12]([C:17]([NH:19][C@H:20]([CH2:25][OH:26])[CH2:21][CH2:22][CH2:23][CH3:24])=[O:18])[CH2:13][CH:14]([CH3:15])[CH3:16])=[O:10])[CH2:39][CH2:38][O:37][CH2:36][CH2:35]1. The yield is 0.710. (5) The yield is 0.920. The product is [C:36]([O:17][C:15](=[O:16])[C@@H:14]([NH:13][C:11]([C:6]1([CH2:5][CH2:4][NH2:1])[CH2:10][CH2:9][CH2:8][CH2:7]1)=[O:12])[CH2:18][C:19]1[CH:24]=[CH:23][C:22]([NH:25][C:26](=[O:35])[C:27]2[C:32]([Cl:33])=[CH:31][CH:30]=[CH:29][C:28]=2[Cl:34])=[CH:21][CH:20]=1)([CH3:37])([CH3:40])[CH3:41]. The catalyst is C(Cl)Cl. The reactants are [N:1]([CH2:4][CH2:5][C:6]1([C:11]([NH:13][C@@H:14]([CH2:18][C:19]2[CH:24]=[CH:23][C:22]([NH:25][C:26](=[O:35])[C:27]3[C:32]([Cl:33])=[CH:31][CH:30]=[CH:29][C:28]=3[Cl:34])=[CH:21][CH:20]=2)[C:15]([OH:17])=[O:16])=[O:12])[CH2:10][CH2:9][CH2:8][CH2:7]1)=[N+]=[N-].[CH2:36]1[CH2:40]OC[CH2:37]1.[CH3:41]P(C)C. (6) The reactants are [OH:1][C:2]12[C:13]3[C:8](=[C:9]([N+:14]([O-])=O)[CH:10]=[CH:11][CH:12]=3)[C:7](=[O:17])[C:6]1([NH:18][C:19]([CH:21]1[C:34]3[CH:33]=[CH:32][CH:31]=[CH:30][C:29]=3[O:28][C:27]3[C:22]1=[CH:23][CH:24]=[CH:25][CH:26]=3)=[O:20])[C:5]1[CH:35]=[CH:36][C:37]([CH:39]([CH3:41])[CH3:40])=[CH:38][C:4]=1[O:3]2.C(O)C. The catalyst is Cl.[Fe].O. The product is [NH2:14][C:9]1[CH:10]=[CH:11][CH:12]=[C:13]2[C:8]=1[C:7](=[O:17])[C:6]1([NH:18][C:19]([CH:21]3[C:34]4[CH:33]=[CH:32][CH:31]=[CH:30][C:29]=4[O:28][C:27]4[C:22]3=[CH:23][CH:24]=[CH:25][CH:26]=4)=[O:20])[C:5]3[CH:35]=[CH:36][C:37]([CH:39]([CH3:40])[CH3:41])=[CH:38][C:4]=3[O:3][C:2]12[OH:1]. The yield is 0.570. (7) The reactants are C(OC([N:8]1[C:13]2[CH:14]=[C:15]([Cl:20])[C:16]([NH2:19])=[C:17]([NH2:18])[C:12]=2[O:11][CH:10]([C:21]([N:23]2[CH2:28][CH2:27][C:26]([C:37]#[N:38])([CH2:29][C:30]3[CH:35]=[CH:34][C:33]([F:36])=[CH:32][CH:31]=3)[CH2:25][CH2:24]2)=[O:22])[CH2:9]1)=O)(C)(C)C.Cl.[CH:40](O)=O. No catalyst specified. The product is [Cl:20][C:15]1[CH:14]=[C:13]2[C:12]([O:11][CH:10]([C:21]([N:23]3[CH2:28][CH2:27][C:26]([CH2:29][C:30]4[CH:31]=[CH:32][C:33]([F:36])=[CH:34][CH:35]=4)([C:37]#[N:38])[CH2:25][CH2:24]3)=[O:22])[CH2:9][NH:8]2)=[C:17]2[N:18]=[CH:40][NH:19][C:16]=12. The yield is 0.194. (8) The reactants are Br[C:2]1[N:10]=[CH:9][C:8]2[NH:7][C:6]3[N:11]=[CH:12][C:13]([C:15]4[CH:20]=[CH:19][C:18]([CH2:21][N:22]5[CH2:27][CH2:26][O:25][CH2:24][CH2:23]5)=[CH:17][CH:16]=4)=[CH:14][C:5]=3[C:4]=2[CH:3]=1.[CH3:28][N:29]1[CH:33]=[C:32](B2OC(C)(C)C(C)(C)O2)[CH:31]=[N:30]1. The catalyst is C(=O)([O-])[O-].[Na+].[Na+].C(#N)C.C(OCC)(=O)C. The product is [CH3:28][N:29]1[CH:33]=[C:32]([C:2]2[N:10]=[CH:9][C:8]3[NH:7][C:6]4[N:11]=[CH:12][C:13]([C:15]5[CH:20]=[CH:19][C:18]([CH2:21][N:22]6[CH2:23][CH2:24][O:25][CH2:26][CH2:27]6)=[CH:17][CH:16]=5)=[CH:14][C:5]=4[C:4]=3[CH:3]=2)[CH:31]=[N:30]1. The yield is 0.250. (9) The reactants are [OH:1][C:2]1[CH:9]=[CH:8][C:5]([CH:6]=O)=[CH:4][CH:3]=1.[CH:10]([NH2:12])=[O:11].C(O)=O. The catalyst is O. The product is [OH:1][C:2]1[CH:9]=[CH:8][C:5]([CH2:6][NH:12][CH:10]=[O:11])=[CH:4][CH:3]=1. The yield is 0.771.